Predict which catalyst facilitates the given reaction. From a dataset of Catalyst prediction with 721,799 reactions and 888 catalyst types from USPTO. (1) Reactant: O.ON1C2C=CC=CC=2N=N1.[CH:12]1([NH2:15])[CH2:14][CH2:13]1.Cl.CN(C)CCCN=C=NCC.[CH3:28][O:29]/[C:30](=[CH:34]\[CH:35]1[CH2:40][CH2:39][N:38]([S:41]([C:44]2[CH:49]=[CH:48][C:47]([O:50][C:51]([F:54])([F:53])[F:52])=[CH:46][CH:45]=2)(=[O:43])=[O:42])[CH2:37][CH2:36]1)/[C:31](O)=[O:32]. Product: [CH:12]1([NH:15][C:31](=[O:32])/[C:30](/[O:29][CH3:28])=[CH:34]/[CH:35]2[CH2:40][CH2:39][N:38]([S:41]([C:44]3[CH:49]=[CH:48][C:47]([O:50][C:51]([F:52])([F:54])[F:53])=[CH:46][CH:45]=3)(=[O:42])=[O:43])[CH2:37][CH2:36]2)[CH2:14][CH2:13]1. The catalyst class is: 241. (2) The catalyst class is: 11. Product: [CH2:1]([N:8]1[C:16]([C:17]2[CH:22]=[CH:21][CH:20]=[CH:19][CH:18]=2)=[C:15]2[C:10]([C:11]([C:23]([CH3:25])=[CH2:24])=[CH:12][CH:13]=[CH:14]2)=[N:9]1)[C:2]1[CH:3]=[CH:4][CH:5]=[CH:6][CH:7]=1. Reactant: [CH2:1]([N:8]1[C:16]([C:17]2[CH:22]=[CH:21][CH:20]=[CH:19][CH:18]=2)=[C:15]2[C:10]([C:11]([C:23](O)([CH3:25])[CH3:24])=[CH:12][CH:13]=[CH:14]2)=[N:9]1)[C:2]1[CH:7]=[CH:6][CH:5]=[CH:4][CH:3]=1.CC1C=CC(S(O)(=O)=O)=CC=1. (3) Reactant: [N+:1]([C:4]1[CH:17]=[CH:16][CH:15]=[CH:14][C:5]=1[CH2:6][N:7]1[CH2:12][CH2:11][O:10][CH2:9][C:8]1=[O:13])([O-])=O.[Cl-].[NH4+]. The catalyst class is: 40. Product: [NH2:1][C:4]1[CH:17]=[CH:16][CH:15]=[CH:14][C:5]=1[CH2:6][N:7]1[CH2:12][CH2:11][O:10][CH2:9][C:8]1=[O:13]. (4) Reactant: [F:1][C:2]([F:12])([F:11])[C:3]1[CH:7]=[C:6]([C:8](Cl)=[O:9])[NH:5][N:4]=1.[H-].[H-].[H-].[H-].[Li+].[Al+3].CO.CCOC(C)=O. Product: [F:12][C:2]([F:1])([F:11])[C:3]1[CH:7]=[C:6]([CH2:8][OH:9])[NH:5][N:4]=1. The catalyst class is: 1. (5) Reactant: [H-].[Al+3].[Li+].[H-].[H-].[H-].[C:7]([C:10]1[CH:15]=[CH:14][C:13]([N:16]2[C:21]3=[N:22][C:23]4[C:24](=[C:25]([C:30](OC)=[O:31])[CH:26]=[CH:27][C:28]=4[Cl:29])[N:20]3[CH2:19][CH2:18][CH2:17]2)=[C:12]([CH3:34])[CH:11]=1)(=[O:9])[NH2:8].O.O.O.O.O.O.O.O.O.O.S([O-])([O-])(=O)=O.[Na+].[Na+]. Product: [Cl:29][C:28]1[C:23]2[N:22]=[C:21]3[N:16]([C:13]4[CH:14]=[CH:15][C:10]([C:7]([NH2:8])=[O:9])=[CH:11][C:12]=4[CH3:34])[CH2:17][CH2:18][CH2:19][N:20]3[C:24]=2[C:25]([CH2:30][OH:31])=[CH:26][CH:27]=1. The catalyst class is: 7.